This data is from Catalyst prediction with 721,799 reactions and 888 catalyst types from USPTO. The task is: Predict which catalyst facilitates the given reaction. (1) The catalyst class is: 179. Product: [O:19]=[C:9]1[C:10]2[NH:11][C:12]3[C:4](=[CH:3][C:2]([C:20]#[N:21])=[CH:14][C:13]=3[C:15]([F:18])([F:17])[F:16])[C:5]=2[CH2:6][CH2:7][CH2:8]1. Reactant: Br[C:2]1[CH:3]=[C:4]2[C:12](=[C:13]([C:15]([F:18])([F:17])[F:16])[CH:14]=1)[NH:11][C:10]1[C:9](=[O:19])[CH2:8][CH2:7][CH2:6][C:5]2=1.[C:20]([Cu])#[N:21]. (2) Reactant: C([O:3][C:4]([C:6]1([NH:15][C:16](=[O:29])[C:17]2[CH:22]=[CH:21][CH:20]=[C:19]([CH3:23])[C:18]=2[CH:24]=[CH:25][CH:26]2[CH2:28][CH2:27]2)[CH2:14][C:13]2[C:8](=[CH:9][CH:10]=[CH:11][CH:12]=2)[CH2:7]1)=[O:5])C.[OH-].[K+].O. Product: [CH:26]1([CH:25]=[CH:24][C:18]2[C:19]([CH3:23])=[CH:20][CH:21]=[CH:22][C:17]=2[C:16]([NH:15][C:6]2([C:4]([OH:5])=[O:3])[CH2:14][C:13]3[C:8](=[CH:9][CH:10]=[CH:11][CH:12]=3)[CH2:7]2)=[O:29])[CH2:27][CH2:28]1. The catalyst class is: 14. (3) Reactant: [CH2:1]([O:3][C:4](=[O:20])[CH:5]([O:16][CH:17]([CH3:19])[CH3:18])[CH2:6][C:7]1[CH:12]=[CH:11][C:10]([OH:13])=[C:9]([O:14][CH3:15])[CH:8]=1)[CH3:2].C(OC(=O)COC(C)C)C.C(OC1C=CC(C=O)=CC=1OC)C1C=CC=CC=1.[CH3:49][O:50][C:51]1[CH:52]=[C:53]([C:59]2[S:60][C:61]([CH3:67])=[C:62]([CH2:64][CH2:65]O)[N:63]=2)[CH:54]=[C:55]([O:57][CH3:58])[CH:56]=1.COC(=O)CC(=O)C(Br)C.COC1C=C(C=C(OC)C=1)C(N)=S.C1(P(C2C=CC=CC=2)C2C=CC=CC=2)C=CC=CC=1.N(C(OCC)=O)=NC(OCC)=O. Product: [CH2:1]([O:3][C:4](=[O:20])[CH:5]([O:16][CH:17]([CH3:19])[CH3:18])[CH2:6][C:7]1[CH:12]=[CH:11][C:10]([O:13][CH2:65][CH2:64][C:62]2[N:63]=[C:59]([C:53]3[CH:54]=[C:55]([O:57][CH3:58])[CH:56]=[C:51]([O:50][CH3:49])[CH:52]=3)[S:60][C:61]=2[CH3:67])=[C:9]([O:14][CH3:15])[CH:8]=1)[CH3:2]. The catalyst class is: 7. (4) Reactant: [NH:1]1CCC[C@H]1C(O)=O.[OH-:9].[Na+].Br[C:12]1[CH:17]=[CH:16][C:15]([C@H:18]([C:33]2[CH:38]=[CH:37][CH:36]=[CH:35][C:34]=2[CH3:39])[CH2:19][C:20]2([C:25]3[CH:26]=[CH:27][C:28](=[O:32])[N:29]([CH3:31])[N:30]=3)OCCO2)=[CH:14][CH:13]=1.[CH3:40][S:41]([O-:43])=[O:42].[Na+]. Product: [OH:9]/[N:1]=[C:20](/[C:25]1[CH:26]=[CH:27][C:28](=[O:32])[N:29]([CH3:31])[N:30]=1)\[CH2:19][C@H:18]([C:15]1[CH:16]=[CH:17][C:12]([S:41]([CH3:40])(=[O:43])=[O:42])=[CH:13][CH:14]=1)[C:33]1[CH:38]=[CH:37][CH:36]=[CH:35][C:34]=1[CH3:39]. The catalyst class is: 419.